From a dataset of Full USPTO retrosynthesis dataset with 1.9M reactions from patents (1976-2016). Predict the reactants needed to synthesize the given product. (1) Given the product [CH3:33][O:32][C:31]1[C:5]([O:4][CH2:3][CH2:2][N:34]2[CH2:38][CH2:37][CH2:36][CH2:35]2)=[CH:6][C:7]2[NH:13][C:12]3[CH:14]=[C:15]([C:18]4[CH:23]=[CH:22][C:21]([N+:24]([O-:26])=[O:25])=[C:20]([O:27][CH3:28])[CH:19]=4)[CH:16]=[CH:17][C:11]=3[C:10](=[O:29])[NH:9][C:8]=2[CH:30]=1, predict the reactants needed to synthesize it. The reactants are: Cl[CH2:2][CH2:3][O:4][C:5]1[C:31]([O:32][CH3:33])=[CH:30][C:8]2[NH:9][C:10](=[O:29])[C:11]3[CH:17]=[CH:16][C:15]([C:18]4[CH:23]=[CH:22][C:21]([N+:24]([O-:26])=[O:25])=[C:20]([O:27][CH3:28])[CH:19]=4)=[CH:14][C:12]=3[NH:13][C:7]=2[CH:6]=1.[NH:34]1[CH2:38][CH2:37][CH2:36][CH2:35]1.C([O-])([O-])=O.[K+].[K+]. (2) Given the product [CH3:3][C:4]1[C:17]([CH3:18])=[CH:16][C:15]([CH3:19])=[CH:14][C:5]=1[O:6][C:7]([CH3:13])([CH3:12])[C:8]([OH:10])=[O:9], predict the reactants needed to synthesize it. The reactants are: [OH-].[Na+].[CH3:3][C:4]1[C:17]([CH3:18])=[CH:16][C:15]([CH3:19])=[CH:14][C:5]=1[O:6][C:7]([CH3:13])([CH3:12])[C:8]([O:10]C)=[O:9]. (3) The reactants are: [Cl:1][C:2]1[N:7]=[C:6]([NH:8][CH:9]([CH2:12][CH3:13])[CH2:10][CH3:11])[C:5]([NH2:14])=[CH:4][CH:3]=1.C1N=CN([C:20](N2C=NC=C2)=[O:21])C=1. Given the product [Cl:1][C:2]1[N:7]=[C:6]2[N:8]([CH:9]([CH2:12][CH3:13])[CH2:10][CH3:11])[C:20]([OH:21])=[N:14][C:5]2=[CH:4][CH:3]=1, predict the reactants needed to synthesize it.